From a dataset of Full USPTO retrosynthesis dataset with 1.9M reactions from patents (1976-2016). Predict the reactants needed to synthesize the given product. (1) Given the product [CH3:13][C:14]1[C@@H:31]([O:32][C:33]([C@H:35]([OH:51])[C@@H:36]([NH:43][C:44]([O:46][C:47]([CH3:48])([CH3:49])[CH3:50])=[O:45])[C:37]2[CH:38]=[CH:39][CH:40]=[CH:41][CH:42]=2)=[O:34])[CH2:30][C@:26]2([OH:52])[C:27]([CH3:28])([CH3:29])[C:15]=1[C@@H:16]([OH:70])[C:17]([C@@:19]1([CH3:69])[C@H:24]([C@@H:25]2[O:53][C:54]([C:56]2[CH:61]=[CH:60][CH:59]=[CH:58][CH:57]=2)=[O:55])[C@:23]2([O:64][C:65]([CH3:67])=[O:66])[CH2:62][O:63][C@@H:22]2[CH2:21][C@@H:20]1[OH:68])=[O:18].[CH2:10]([OH:11])[C@H:8]([C@H:6]([C@@H:4]([C@@H:2]([CH2:1][OH:12])[OH:3])[OH:5])[OH:7])[OH:9], predict the reactants needed to synthesize it. The reactants are: [CH2:1]([OH:12])[C@H:2]([C@H:4]([C@@H:6]([C@@H:8]([CH2:10][OH:11])[OH:9])[OH:7])[OH:5])[OH:3].[CH3:13][C:14]1[C@@H:31]([O:32][C:33]([C@H:35]([OH:51])[C@@H:36]([NH:43][C:44]([O:46][C:47]([CH3:50])([CH3:49])[CH3:48])=[O:45])[C:37]2[CH:38]=[CH:39][CH:40]=[CH:41][CH:42]=2)=[O:34])[CH2:30][C@:26]2([OH:52])[C:27]([CH3:29])([CH3:28])[C:15]=1[C@@H:16]([OH:70])[C:17]([C@@:19]1([CH3:69])[C@H:24]([C@@H:25]2[O:53][C:54]([C:56]2[CH:57]=[CH:58][CH:59]=[CH:60][CH:61]=2)=[O:55])[C@:23]2([O:64][C:65]([CH3:67])=[O:66])[CH2:62][O:63][C@@H:22]2[CH2:21][C@@H:20]1[OH:68])=[O:18].C(O)[C@@H](O)[C@@H](O)[C@H](O)[C@@H](O)C=O.O. (2) Given the product [Cl:1][C:2]1[C:7]([Cl:8])=[C:6]([N:12]2[CH2:13][CH2:15][C:7]3([C:6]4[CH:5]=[CH:4][CH:25]=[CH:24][C:19]=4[O:22][CH2:2]3)[CH2:18][CH2:16]2)[CH:5]=[CH:4][N:3]=1, predict the reactants needed to synthesize it. The reactants are: [Cl:1][C:2]1[C:7]([Cl:8])=[C:6](I)[CH:5]=[CH:4][N:3]=1.CC[N:12]([CH:16]([CH3:18])C)[CH:13]([CH3:15])C.[C:19]([O-:22])(O)=O.[Na+].[CH3:24][C:25]#N.